From a dataset of Reaction yield outcomes from USPTO patents with 853,638 reactions. Predict the reaction yield, written as a fraction of the theoretical maximum amount of product (1.0 means a 100% yield; for example, 0.34 means a 34% yield). (1) The reactants are [NH2:1][C:2]1[CH:7]=[CH:6][CH:5]=[C:4]([CH3:8])[N:3]=1.[N+:9]([C:11]1[CH:20]=[CH:19][C:14]2[O:15][CH2:16][CH2:17][O:18][C:13]=2[CH:12]=1)#[C-:10].[F:21][C:22]1[CH:29]=[C:28]([O:30][CH2:31][CH2:32][F:33])[CH:27]=[C:26]([F:34])[C:23]=1[CH:24]=O. The catalyst is O1CCOCC1.[Cl-].[Zn+2].[Cl-]. The product is [F:21][C:22]1[CH:29]=[C:28]([O:30][CH2:31][CH2:32][F:33])[CH:27]=[C:26]([F:34])[C:23]=1[C:24]1[N:1]=[C:2]2[CH:7]=[CH:6][CH:5]=[C:4]([CH3:8])[N:3]2[C:10]=1[NH:9][C:11]1[CH:20]=[CH:19][C:14]2[O:15][CH2:16][CH2:17][O:18][C:13]=2[CH:12]=1. The yield is 0.700. (2) The reactants are [N+:1]([C:4]1[CH:5]=[CH:6][C:7]2[N:12]([CH2:13][CH2:14][N:15]3[CH2:19][CH2:18][CH2:17][C@H:16]3[C:20]([O:22][C:23]([CH3:26])([CH3:25])[CH3:24])=[O:21])[CH2:11][CH2:10][S:9][C:8]=2[CH:27]=1)([O-])=O.CCO.I.[S:32]1[CH:36]=[CH:35][CH:34]=[C:33]1[C:37](SC)=[NH:38].N. The catalyst is [Pd].CO.C(Cl)Cl. The product is [C:23]([O:22][C:20]([C@@H:16]1[CH2:17][CH2:18][CH2:19][N:15]1[CH2:14][CH2:13][N:12]1[CH2:11][CH2:10][S:9][C:8]2[CH:27]=[C:4]([NH:1][C:37]([C:33]3[S:32][CH:36]=[CH:35][CH:34]=3)=[NH:38])[CH:5]=[CH:6][C:7]1=2)=[O:21])([CH3:26])([CH3:25])[CH3:24]. The yield is 0.631. (3) The reactants are Cl[C:2]1[CH:9]=[CH:8][C:5]([C:6]#[N:7])=[C:4]([O:10][CH2:11][CH2:12][O:13][CH:14]2[CH2:19][CH2:18][CH2:17][CH2:16][O:15]2)[N:3]=1.[Br:20][C:21]1[CH:28]=[CH:27][C:26]([OH:29])=[CH:25][C:22]=1[CH:23]=[O:24].C(=O)([O-])[O-].[K+].[K+]. The catalyst is CN(C=O)C. The product is [Br:20][C:21]1[CH:28]=[CH:27][C:26]([O:29][C:2]2[CH:9]=[CH:8][C:5]([C:6]#[N:7])=[C:4]([O:10][CH2:11][CH2:12][O:13][CH:14]3[CH2:19][CH2:18][CH2:17][CH2:16][O:15]3)[N:3]=2)=[CH:25][C:22]=1[CH:23]=[O:24]. The yield is 0.710.